From a dataset of Catalyst prediction with 721,799 reactions and 888 catalyst types from USPTO. Predict which catalyst facilitates the given reaction. (1) Product: [N:8]([CH2:11][C:12]1[C:13]([C:32]([NH:1][N:2]2[CH2:7][CH2:6][CH2:5][CH2:4][CH2:3]2)=[O:33])=[N:14][C:15]([C:25]2[CH:30]=[CH:29][C:28]([Cl:31])=[CH:27][CH:26]=2)=[C:16]([C:18]2[CH:19]=[CH:20][C:21]([Cl:24])=[CH:22][CH:23]=2)[N:17]=1)=[N+:9]=[N-:10]. The catalyst class is: 2. Reactant: [NH2:1][N:2]1[CH2:7][CH2:6][CH2:5][CH2:4][CH2:3]1.[N:8]([CH2:11][C:12]1[C:13]([C:32](Cl)=[O:33])=[N:14][C:15]([C:25]2[CH:30]=[CH:29][C:28]([Cl:31])=[CH:27][CH:26]=2)=[C:16]([C:18]2[CH:23]=[CH:22][C:21]([Cl:24])=[CH:20][CH:19]=2)[N:17]=1)=[N+:9]=[N-:10]. (2) Reactant: [CH3:1][N:2]([CH3:6])[CH2:3][CH2:4][NH2:5].CCN(CC)CC.[C:14]([C:16]1[CH:17]=[CH:18][C:19]([O:26][C:27]2[CH:32]=[C:31]([Cl:33])[CH:30]=[C:29]([Cl:34])[CH:28]=2)=[C:20]([S:22](Cl)(=[O:24])=[O:23])[CH:21]=1)#[N:15]. Product: [C:14]([C:16]1[CH:17]=[CH:18][C:19]([O:26][C:27]2[CH:32]=[C:31]([Cl:33])[CH:30]=[C:29]([Cl:34])[CH:28]=2)=[C:20]([S:22]([NH:5][CH2:4][CH2:3][N:2]([CH3:6])[CH3:1])(=[O:23])=[O:24])[CH:21]=1)#[N:15]. The catalyst class is: 2.